From a dataset of Catalyst prediction with 721,799 reactions and 888 catalyst types from USPTO. Predict which catalyst facilitates the given reaction. (1) Reactant: [NH2:1][C:2]1[CH:9]=[CH:8][C:5]([CH:6]=O)=[CH:4][CH:3]=1.[C:10]([CH2:12][C:13]([O:15][CH2:16][CH:17]([CH3:19])[CH3:18])=[O:14])#[N:11].C(NCC)C.C(O)(=O)C. Product: [NH2:1][C:2]1[CH:9]=[CH:8][C:5]([CH:6]=[C:12]([C:10]#[N:11])[C:13]([O:15][CH2:16][CH:17]([CH3:19])[CH3:18])=[O:14])=[CH:4][CH:3]=1. The catalyst class is: 619. (2) Reactant: [CH3:1][O:2][C:3]1[N:8]=[C:7]2[C:9]([C:13]3[N:23]([S:24]([C:27]4[CH:32]=[CH:31][C:30]([CH3:33])=[CH:29][CH:28]=4)(=[O:26])=[O:25])[C:16]4=[N:17][CH:18]=[CH:19][C:20]([CH2:21]O)=[C:15]4[CH:14]=3)=[CH:10][N:11]([CH3:12])[C:6]2=[CH:5][C:4]=1[O:34][CH3:35].S(Cl)([Cl:38])=O.CN(C=O)C.C(=O)([O-])O.[Na+]. Product: [Cl:38][CH2:21][C:20]1[CH:19]=[CH:18][N:17]=[C:16]2[N:23]([S:24]([C:27]3[CH:32]=[CH:31][C:30]([CH3:33])=[CH:29][CH:28]=3)(=[O:26])=[O:25])[C:13]([C:9]3[C:7]4=[N:8][C:3]([O:2][CH3:1])=[C:4]([O:34][CH3:35])[CH:5]=[C:6]4[N:11]([CH3:12])[CH:10]=3)=[CH:14][C:15]=12. The catalyst class is: 4. (3) Product: [C:1]1([NH:11][CH2:12][C:14]2([C:20]3[CH:25]=[CH:24][CH:23]=[CH:22][CH:21]=3)[CH2:15][CH2:16][CH2:17][CH2:18][CH2:19]2)[C:10]2[C:5](=[CH:6][CH:7]=[CH:8][CH:9]=2)[CH:4]=[CH:3][N:2]=1. The catalyst class is: 7. Reactant: [C:1]1([NH:11][C:12]([C:14]2([C:20]3[CH:25]=[CH:24][CH:23]=[CH:22][CH:21]=3)[CH2:19][CH2:18][CH2:17][CH2:16][CH2:15]2)=O)[C:10]2[C:5](=[CH:6][CH:7]=[CH:8][CH:9]=2)[CH:4]=[CH:3][N:2]=1.[H-].[Al+3].[Li+].[H-].[H-].[H-]. (4) Reactant: [CH2:1]([N:4]([CH2:22][CH2:23][CH3:24])[C:5]([C:7]1[CH:8]=[C:9]([CH:14]=[C:15]([C:17]2[S:18][CH:19]=[CH:20][N:21]=2)[CH:16]=1)[C:10]([O:12]C)=[O:11])=[O:6])[CH2:2][CH3:3].CO.O.O.[OH-].[Li+]. Product: [CH2:22]([N:4]([CH2:1][CH2:2][CH3:3])[C:5]([C:7]1[CH:8]=[C:9]([CH:14]=[C:15]([C:17]2[S:18][CH:19]=[CH:20][N:21]=2)[CH:16]=1)[C:10]([OH:12])=[O:11])=[O:6])[CH2:23][CH3:24]. The catalyst class is: 1. (5) Reactant: [Cl:1][C:2]1[CH:7]=[CH:6][C:5]([CH:8]([NH2:10])[CH3:9])=[CH:4][CH:3]=1.[Cl:11][C:12]1[CH:17]=[CH:16][CH:15]=[CH:14][C:13]=1[CH2:18][N:19]1[C:24](=[O:25])[C:23]([C:26]([NH:28][CH2:29][C:30]([O:32]CC)=[O:31])=[O:27])=[C:22]([OH:35])[C:21]([C:36](OC)=[O:37])=[C:20]1[OH:40]. Product: [Cl:1][C:2]1[CH:7]=[CH:6][C:5]([CH:8]([NH:10][C:36]([C:21]2[C:22]([OH:35])=[C:23]([C:26]([NH:28][CH2:29][C:30]([OH:32])=[O:31])=[O:27])[C:24](=[O:25])[N:19]([CH2:18][C:13]3[CH:14]=[CH:15][CH:16]=[CH:17][C:12]=3[Cl:11])[C:20]=2[OH:40])=[O:37])[CH3:9])=[CH:4][CH:3]=1. The catalyst class is: 22.